This data is from Catalyst prediction with 721,799 reactions and 888 catalyst types from USPTO. The task is: Predict which catalyst facilitates the given reaction. (1) The catalyst class is: 39. Product: [CH3:20][C:21]1[CH:28]=[C:27]([CH3:29])[CH:26]=[CH:25][C:22]=1[CH2:23][O:1][C:2]1[CH:3]=[C:4]([CH2:8][C:9]([O:11][CH2:12][CH3:13])=[O:10])[CH:5]=[CH:6][CH:7]=1. Reactant: [OH:1][C:2]1[CH:3]=[C:4]([CH2:8][C:9]([O:11][CH2:12][CH3:13])=[O:10])[CH:5]=[CH:6][CH:7]=1.C(=O)([O-])[O-].[K+].[K+].[CH3:20][C:21]1[CH:28]=[C:27]([CH3:29])[CH:26]=[CH:25][C:22]=1[CH2:23]Cl. (2) Product: [Cl:1][C:2]1[N:11]=[C:10]([NH:14][CH2:15][C:16]([NH:18][C@H:19]2[CH2:24][CH2:23][C@@H:22]([N:25]([CH2:29][CH3:30])[CH:26]([CH3:28])[CH3:27])[CH2:21][C@H:20]2[CH2:31][O:32][CH3:33])=[O:17])[C:9]2[C:4](=[CH:5][CH:6]=[C:7]([Cl:13])[CH:8]=2)[N:3]=1. The catalyst class is: 7. Reactant: [Cl:1][C:2]1[N:11]=[C:10](Cl)[C:9]2[C:4](=[CH:5][CH:6]=[C:7]([Cl:13])[CH:8]=2)[N:3]=1.[NH2:14][CH2:15][C:16]([NH:18][C@H:19]1[CH2:24][CH2:23][C@@H:22]([N:25]([CH2:29][CH3:30])[CH:26]([CH3:28])[CH3:27])[CH2:21][C@H:20]1[CH2:31][O:32][CH3:33])=[O:17].C(N(C(C)C)CC)(C)C. (3) Reactant: [O:1]1[CH2:6][CH2:5][NH:4][C:3]2[CH:7]=[CH:8][C:9]([O:11][C:12]3[C:21]4[C:16](=[CH:17][C:18]([O:23][CH3:24])=[C:19]([OH:22])[CH:20]=4)[N:15]=[CH:14][CH:13]=3)=[CH:10][C:2]1=2.[CH3:25][C:26]1[O:30][N:29]=[C:28]([NH:31][C:32](=O)[O:33]C2C=CC([N+]([O-])=O)=CC=2)[CH:27]=1.C(N(CC)CC)C. Product: [OH:22][C:19]1[CH:20]=[C:21]2[C:16](=[CH:17][C:18]=1[O:23][CH3:24])[N:15]=[CH:14][CH:13]=[C:12]2[O:11][C:9]1[CH:8]=[CH:7][C:3]2[N:4]([C:32]([NH:31][C:28]3[CH:27]=[C:26]([CH3:25])[O:30][N:29]=3)=[O:33])[CH2:5][CH2:6][O:1][C:2]=2[CH:10]=1. The catalyst class is: 1.